Dataset: Peptide-MHC class II binding affinity with 134,281 pairs from IEDB. Task: Regression. Given a peptide amino acid sequence and an MHC pseudo amino acid sequence, predict their binding affinity value. This is MHC class II binding data. (1) The peptide sequence is RPAPGGKAYMDVISR. The MHC is HLA-DQA10201-DQB10301 with pseudo-sequence HLA-DQA10201-DQB10301. The binding affinity (normalized) is 0.367. (2) The MHC is DRB1_1101 with pseudo-sequence DRB1_1101. The binding affinity (normalized) is 0.519. The peptide sequence is EGELHGRQIRMAKLLG. (3) The peptide sequence is ASPMLYQLLEAVYGN. The MHC is DRB3_0101 with pseudo-sequence DRB3_0101. The binding affinity (normalized) is 0.371. (4) The peptide sequence is SGDVLWDIPTPKIIE. The MHC is DRB1_0404 with pseudo-sequence DRB1_0404. The binding affinity (normalized) is 0.744. (5) The peptide sequence is KLNNQFGSMPALTIA. The binding affinity (normalized) is 0.647. The MHC is H-2-IAb with pseudo-sequence H-2-IAb. (6) The peptide sequence is GEALSTLVLNRLKVG. The MHC is DRB1_0901 with pseudo-sequence DRB1_0901. The binding affinity (normalized) is 0.